Dataset: Catalyst prediction with 721,799 reactions and 888 catalyst types from USPTO. Task: Predict which catalyst facilitates the given reaction. (1) Reactant: [CH3:1][C:2]1[C:6](/[CH:7]=[CH:8]/[C:9]([O:11]CC)=[O:10])=[C:5]([N:14]2[C:18]3=[N:19][CH:20]=[CH:21][CH:22]=[C:17]3[CH:16]=[CH:15]2)[NH:4][N:3]=1.O1CCCC1.[OH-].[Na+].S([O-])(O)(=O)=O.[K+]. Product: [CH3:1][C:2]1[C:6](/[CH:7]=[CH:8]/[C:9]([OH:11])=[O:10])=[C:5]([N:14]2[C:18]3=[N:19][CH:20]=[CH:21][CH:22]=[C:17]3[CH:16]=[CH:15]2)[NH:4][N:3]=1. The catalyst class is: 8. (2) Reactant: [C:1](Cl)(=[O:5])[CH:2]([CH3:4])[CH3:3].[NH2:7][CH2:8][CH2:9][CH2:10][CH2:11][N:12]1[C:20]2[CH:19]=[C:18]([CH3:21])[N:17]=[C:16]([NH2:22])[C:15]=2[N:14]=[C:13]1[CH2:23][O:24][CH2:25][CH3:26].C(N(CC)CC)C. Product: [NH2:22][C:16]1[C:15]2[N:14]=[C:13]([CH2:23][O:24][CH2:25][CH3:26])[N:12]([CH2:11][CH2:10][CH2:9][CH2:8][NH:7][C:1](=[O:5])[CH:2]([CH3:4])[CH3:3])[C:20]=2[CH:19]=[C:18]([CH3:21])[N:17]=1. The catalyst class is: 22. (3) Reactant: [CH2:1]([O:8][C:9]([NH:11][C@H:12]([C:47]([O:49]CC(=O)C1C=CC=CC=1)=[O:48])[CH2:13][O:14][C:15]([C@@H:17]1[CH2:21][CH2:20][CH2:19][N:18]1[C:22](=[O:46])[C@@H:23]([NH:25][C:26]([C@@H:28]([N:30]([CH3:45])[C:31]([C@@H:33]1[CH2:37][CH2:36][CH2:35][N:34]1[C:38]([O:40][C:41]([CH3:44])([CH3:43])[CH3:42])=[O:39])=[O:32])[CH3:29])=[O:27])[CH3:24])=[O:16])=[O:10])[C:2]1[CH:7]=[CH:6][CH:5]=[CH:4][CH:3]=1. Product: [CH2:1]([O:8][C:9]([NH:11][C@H:12]([C:47]([OH:49])=[O:48])[CH2:13][O:14][C:15]([C@@H:17]1[CH2:21][CH2:20][CH2:19][N:18]1[C:22](=[O:46])[C@@H:23]([NH:25][C:26]([C@@H:28]([N:30]([CH3:45])[C:31]([C@@H:33]1[CH2:37][CH2:36][CH2:35][N:34]1[C:38]([O:40][C:41]([CH3:42])([CH3:43])[CH3:44])=[O:39])=[O:32])[CH3:29])=[O:27])[CH3:24])=[O:16])=[O:10])[C:2]1[CH:7]=[CH:6][CH:5]=[CH:4][CH:3]=1. The catalyst class is: 763. (4) Reactant: [NH2:1][C:2]1[S:3][C:4]2[CH2:13][CH2:12][CH2:11][CH2:10][C:5]=2[C:6]=1[C:7]([NH2:9])=[O:8].C(N(CC)CC)C.[Cl:21][CH2:22][C:23](Cl)=[O:24]. Product: [Cl:21][CH2:22][C:23]([NH:1][C:2]1[S:3][C:4]2[CH2:13][CH2:12][CH2:11][CH2:10][C:5]=2[C:6]=1[C:7]([NH2:9])=[O:8])=[O:24]. The catalyst class is: 2. (5) Product: [CH2:11]([N:4]1[C:5]([C:7]([O:9][CH3:10])=[O:25])=[CH:6][C:2]([O:22][CH2:19][C:12]2[CH:17]=[CH:16][CH:15]=[CH:14][CH:13]=2)=[N:3]1)[C:12]1[CH:17]=[CH:16][CH:15]=[CH:14][CH:13]=1. Reactant: O[C:2]1[CH:6]=[C:5]([C:7]([O:9][CH3:10])=O)[NH:4][N:3]=1.[CH2:11](Br)[C:12]1[CH:17]=[CH:16][CH:15]=[CH:14][CH:13]=1.[C:19](=[O:22])([O-])[O-].[K+].[K+].[OH2:25]. The catalyst class is: 9. (6) Reactant: O1C2C=CC([C:10]3([C:13]([NH:15][C:16]4[CH:21]=[CH:20][C:19]([CH3:22])=[C:18](Br)[CH:17]=4)=[O:14])[CH2:12][CH2:11]3)=CC=2OC1.[CH3:24][C:25]1([CH3:41])[C:29]([CH3:31])([CH3:30])[O:28][B:27]([B:27]2[O:28][C:29]([CH3:31])([CH3:30])[C:25]([CH3:41])([CH3:24])[O:26]2)[O:26]1.CC([O-])=O.[K+]. The catalyst class is: 431. Product: [CH3:22][C:19]1[CH:20]=[CH:21][C:16]([NH:15][C:13]([CH:10]2[CH2:11][CH2:12]2)=[O:14])=[CH:17][C:18]=1[B:27]1[O:28][C:29]([CH3:31])([CH3:30])[C:25]([CH3:41])([CH3:24])[O:26]1. (7) Reactant: [F-].C([N+](CCCC)(CCCC)CCCC)CCC.[Si]([O:26][CH2:27][CH2:28][CH2:29][C:30]1[C:38]2[C:33](=[C:34]([Cl:55])[CH:35]=[CH:36][C:37]=2[NH:39][C:40]2[C:48]3[C:43](=[CH:44][N:45]=[CH:46][CH:47]=3)[O:42][C:41]=2[C:49]2[N:54]=[CH:53][CH:52]=[CH:51][N:50]=2)[N:32]([C:56]([O:58][C:59]([CH3:62])([CH3:61])[CH3:60])=[O:57])[N:31]=1)(C(C)(C)C)(C)C. Product: [Cl:55][C:34]1[CH:35]=[CH:36][C:37]([NH:39][C:40]2[C:48]3[C:43](=[CH:44][N:45]=[CH:46][CH:47]=3)[O:42][C:41]=2[C:49]2[N:50]=[CH:51][CH:52]=[CH:53][N:54]=2)=[C:38]2[C:33]=1[N:32]([C:56]([O:58][C:59]([CH3:61])([CH3:60])[CH3:62])=[O:57])[N:31]=[C:30]2[CH2:29][CH2:28][CH2:27][OH:26]. The catalyst class is: 1. (8) Reactant: [F:1][CH:2]([F:5])[CH2:3][NH2:4].[Cl:6][C:7]1[CH:15]=[C:14](F)[C:13]([N+:17]([O-:19])=[O:18])=[CH:12][C:8]=1[C:9]([OH:11])=[O:10]. Product: [Cl:6][C:7]1[CH:15]=[C:14]([NH:4][CH2:3][CH:2]([F:5])[F:1])[C:13]([N+:17]([O-:19])=[O:18])=[CH:12][C:8]=1[C:9]([OH:11])=[O:10]. The catalyst class is: 1. (9) Reactant: [Br:1][C:2]1[CH:11]=[CH:10][C:9]2[N:8]=[CH:7][C:6]3[NH:12][C:13](=[O:26])[N:14]([C:15]4[CH:20]=[CH:19][C:18]([C:21]([CH3:25])([CH3:24])[C:22]#[N:23])=[CH:17][CH:16]=4)[C:5]=3[C:4]=2[CH:3]=1.C(N(CC)CC)C.[CH3:34][C:35]1[CH:36]=[C:37]([S:42](Cl)(=[O:44])=[O:43])[CH:38]=[C:39]([CH3:41])[CH:40]=1.O. The catalyst class is: 4. Product: [Br:1][C:2]1[CH:11]=[CH:10][C:9]2[N:8]=[CH:7][C:6]3[N:12]([S:42]([C:37]4[CH:38]=[C:39]([CH3:41])[CH:40]=[C:35]([CH3:34])[CH:36]=4)(=[O:44])=[O:43])[C:13](=[O:26])[N:14]([C:15]4[CH:20]=[CH:19][C:18]([C:21]([CH3:24])([CH3:25])[C:22]#[N:23])=[CH:17][CH:16]=4)[C:5]=3[C:4]=2[CH:3]=1.